From a dataset of Reaction yield outcomes from USPTO patents with 853,638 reactions. Predict the reaction yield, written as a fraction of the theoretical maximum amount of product (1.0 means a 100% yield; for example, 0.34 means a 34% yield). (1) The reactants are [Cl:1][C:2]1[CH:10]=[CH:9][C:8]([C:11]2[CH:12]=[CH:13][C:14]3[O:18][C:17]([C:19]4[CH:24]=[CH:23][C:22]([F:25])=[CH:21][CH:20]=4)=[C:16]([C:26](=[O:29])[NH:27][CH3:28])[C:15]=3[CH:30]=2)=[CH:7][C:3]=1[C:4](O)=[O:5].[C:31]([NH2:40])([C:34]1[CH:39]=[CH:38][CH:37]=[CH:36][CH:35]=1)([CH3:33])[CH3:32].C(N(CC)C(C)C)(C)C.CN(C(ON1N=NC2C=CC=NC1=2)=[N+](C)C)C.F[P-](F)(F)(F)(F)F. The catalyst is CN(C=O)C. The product is [Cl:1][C:2]1[CH:10]=[CH:9][C:8]([C:11]2[CH:12]=[CH:13][C:14]3[O:18][C:17]([C:19]4[CH:20]=[CH:21][C:22]([F:25])=[CH:23][CH:24]=4)=[C:16]([C:26]([NH:27][CH3:28])=[O:29])[C:15]=3[CH:30]=2)=[CH:7][C:3]=1[C:4](=[O:5])[NH:40][C:31]([C:34]1[CH:39]=[CH:38][CH:37]=[CH:36][CH:35]=1)([CH3:33])[CH3:32]. The yield is 0.450. (2) The reactants are [CH2:1]([N:8]1[CH:12]=[C:11]([CH2:13][OH:14])[C:10]([O:15][CH2:16][C:17]2[CH:22]=[CH:21][CH:20]=[C:19]([O:23][CH2:24][C:25]3[N:26]=[C:27]([C:31]4[CH:36]=[CH:35][CH:34]=[CH:33][CH:32]=4)[O:28][C:29]=3[CH3:30])[CH:18]=2)=[N:9]1)[C:2]1[CH:7]=[CH:6][CH:5]=[CH:4][CH:3]=1. The catalyst is [O-2].[O-2].[Mn+4].O1CCCC1. The product is [CH2:1]([N:8]1[CH:12]=[C:11]([CH:13]=[O:14])[C:10]([O:15][CH2:16][C:17]2[CH:22]=[CH:21][CH:20]=[C:19]([O:23][CH2:24][C:25]3[N:26]=[C:27]([C:31]4[CH:32]=[CH:33][CH:34]=[CH:35][CH:36]=4)[O:28][C:29]=3[CH3:30])[CH:18]=2)=[N:9]1)[C:2]1[CH:7]=[CH:6][CH:5]=[CH:4][CH:3]=1. The yield is 0.780. (3) The reactants are Br[C:2]1[CH:7]=[CH:6][C:5]([O:8][CH2:9][C:10]([F:18])([F:17])[C:11]2[CH:16]=[CH:15][CH:14]=[CH:13][CH:12]=2)=[CH:4][CH:3]=1.C([O:22][C:23]([CH3:25])=[CH2:24])(=O)C.C[O-].C([Sn+](CCCC)CCCC)CCC.C1(C)C=CC=CC=1P(C1C=CC=CC=1C)C1C=CC=CC=1C.[F-].[K+]. The catalyst is C1(C)C=CC=CC=1.C(OCC)(=O)C.O.C([O-])(=O)C.[Pd+2].C([O-])(=O)C. The product is [F:17][C:10]([F:18])([C:11]1[CH:16]=[CH:15][CH:14]=[CH:13][CH:12]=1)[CH2:9][O:8][C:5]1[CH:6]=[CH:7][C:2]([CH2:24][C:23]([CH3:25])=[O:22])=[CH:3][CH:4]=1. The yield is 0.380. (4) The reactants are [CH3:1][S:2]([C:5]1[CH:10]=[CH:9][C:8]([C:11]2[N:16]=[CH:15][C:14]([O:17][CH2:18][CH:19]3[CH2:24][CH2:23][N:22]([C:25](OC(C)(C)C)=O)[CH2:21][CH2:20]3)=[CH:13][CH:12]=2)=[CH:7][CH:6]=1)(=[O:4])=[O:3].C(O)(C(F)(F)F)=O.ClC1[N:45]=[CH:44][C:43]([CH2:46][CH3:47])=[CH:42][N:41]=1. The catalyst is C(Cl)Cl. The product is [CH2:46]([C:43]1[CH:42]=[N:41][C:25]([N:22]2[CH2:23][CH2:24][CH:19]([CH2:18][O:17][C:14]3[CH:15]=[N:16][C:11]([C:8]4[CH:9]=[CH:10][C:5]([S:2]([CH3:1])(=[O:3])=[O:4])=[CH:6][CH:7]=4)=[CH:12][CH:13]=3)[CH2:20][CH2:21]2)=[N:45][CH:44]=1)[CH3:47]. The yield is 0.920. (5) The reactants are C([O:3][C:4]([C@H:6]1[CH2:11][CH2:10][CH2:9][N:8]([CH2:12][C:13]2[CH:22]=[CH:21][C:20]3[C:15](=[CH:16][CH:17]=[C:18]([O:23][CH:24]4[CH2:29][CH2:28][CH:27]([C:30]([CH3:33])([CH3:32])[CH3:31])[CH2:26][CH2:25]4)[CH:19]=3)[CH:14]=2)[CH2:7]1)=[O:5])C.C(O)C.[OH-].[Na+].O.Cl. No catalyst specified. The product is [C:30]([C@H:27]1[CH2:28][CH2:29][C@H:24]([O:23][C:18]2[CH:19]=[C:20]3[C:15](=[CH:16][CH:17]=2)[CH:14]=[C:13]([CH2:12][N:8]2[CH2:9][CH2:10][CH2:11][C@H:6]([C:4]([OH:5])=[O:3])[CH2:7]2)[CH:22]=[CH:21]3)[CH2:25][CH2:26]1)([CH3:33])([CH3:31])[CH3:32]. The yield is 0.130.